From a dataset of Catalyst prediction with 721,799 reactions and 888 catalyst types from USPTO. Predict which catalyst facilitates the given reaction. Reactant: Br[C:2]1[N:7]=[CH:6][C:5]([CH:8]2[N:12]([C:13]3[CH:18]=[CH:17][CH:16]=[CH:15][C:14]=3[Cl:19])[N:11]=[C:10]([C:20]([C:26]([F:29])([F:28])[F:27])([C:22]([F:25])([F:24])[F:23])[OH:21])[CH2:9]2)=[CH:4][CH:3]=1.[C:30]([N:37]1[CH2:42][CH2:41][NH:40][CH2:39][CH2:38]1)([O:32][C:33]([CH3:36])([CH3:35])[CH3:34])=[O:31].C1C=CC(P(C2C(C3C(P(C4C=CC=CC=4)C4C=CC=CC=4)=CC=C4C=3C=CC=C4)=C3C(C=CC=C3)=CC=2)C2C=CC=CC=2)=CC=1.CC(C)([O-])C.[Na+]. Product: [Cl:19][C:14]1[CH:15]=[CH:16][CH:17]=[CH:18][C:13]=1[N:12]1[CH:8]([C:5]2[CH:6]=[N:7][C:2]([N:40]3[CH2:39][CH2:38][N:37]([C:30]([O:32][C:33]([CH3:36])([CH3:35])[CH3:34])=[O:31])[CH2:42][CH2:41]3)=[CH:3][CH:4]=2)[CH2:9][C:10]([C:20]([C:26]([F:28])([F:27])[F:29])([C:22]([F:24])([F:23])[F:25])[OH:21])=[N:11]1. The catalyst class is: 187.